Task: Predict which catalyst facilitates the given reaction.. Dataset: Catalyst prediction with 721,799 reactions and 888 catalyst types from USPTO (1) Reactant: [CH2:1]([CH:5]([CH2:11][C:12]1[CH:17]=[CH:16][C:15]([O:18][CH2:19][CH2:20][CH2:21][OH:22])=[CH:14][CH:13]=1)[C:6]([O:8][CH2:9][CH3:10])=[O:7])[CH2:2][CH2:3][CH3:4].[CH3:23][S:24](Cl)(=[O:26])=[O:25]. Product: [CH2:1]([CH:5]([CH2:11][C:12]1[CH:17]=[CH:16][C:15]([O:18][CH2:19][CH2:20][CH2:21][O:22][S:24]([CH3:23])(=[O:26])=[O:25])=[CH:14][CH:13]=1)[C:6]([O:8][CH2:9][CH3:10])=[O:7])[CH2:2][CH2:3][CH3:4]. The catalyst class is: 66. (2) Reactant: [OH:1][C:2]1[CH:3]=[CH:4][CH:5]=[C:6]2[C:11]=1[NH:10][C:9](=[O:12])[CH:8]=[C:7]2[CH3:13].C(Cl)(Cl)Cl.CO.[Br:20]Br. Product: [Br:20][C:3]1[C:2]([OH:1])=[C:11]2[C:6]([C:7]([CH3:13])=[CH:8][C:9](=[O:12])[NH:10]2)=[CH:5][CH:4]=1. The catalyst class is: 6. (3) Reactant: [CH2:1]([O:3][C:4]([C:6]1[S:7][CH:8]=[C:9]([C:11]2[CH:16]=[CH:15][CH:14]=[C:13]([C:17](Cl)=[O:18])[CH:12]=2)[N:10]=1)=[O:5])[CH3:2].Br[CH2:21][C:22]([C:24]1[CH:25]=[C:26]([CH:30]=[CH:31][CH:32]=1)[C:27]([OH:29])=[O:28])=O.C(OCC)(=S)C(N)=O. Product: [CH2:1]([O:3][C:4]([C:6]1[S:7][CH:8]=[C:9]([C:11]2[CH:16]=[CH:15][CH:14]=[C:13]([C:17](=[O:18])[CH2:26][C:27]([OH:29])=[O:28])[CH:12]=2)[N:10]=1)=[O:5])[CH3:2].[CH2:1]([O:3][C:4]([C:6]1[S:7][CH:21]=[C:22]([C:24]2[CH:32]=[CH:31][CH:30]=[C:26]([C:27]([OH:29])=[O:28])[CH:25]=2)[N:10]=1)=[O:5])[CH3:2]. The catalyst class is: 1. (4) Reactant: [CH2:1]([C:4]1[CH:9]=[CH:8][N+:7]([O-])=[CH:6][CH:5]=1)[CH2:2][CH3:3].[Si]([C:15]#[N:16])(C)(C)C.N(C(Cl)=O)(C)C. Product: [CH2:1]([C:4]1[CH:9]=[CH:8][N:7]=[C:6]([C:15]#[N:16])[CH:5]=1)[CH2:2][CH3:3]. The catalyst class is: 2. (5) The catalyst class is: 123. Reactant: [CH2:1]([CH:3]([CH2:41][CH2:42][CH2:43][CH3:44])[CH2:4][C:5]1[CH:40]=[CH:39][C:8]([C:9]([C:11]2[CH:19]=[C:18]([C:20]([OH:22])=[O:21])[C:17]([C:23](=O)[C:24]3[CH:29]=[CH:28][C:27]([CH2:30][CH:31]([CH2:36][CH3:37])[CH2:32][CH2:33][CH2:34][CH3:35])=[CH:26][CH:25]=3)=[CH:16][C:12]=2[C:13]([OH:15])=[O:14])=O)=[CH:7][CH:6]=1)[CH3:2].[H][H]. Product: [CH2:36]([CH:31]([CH2:32][CH2:33][CH2:34][CH3:35])[CH2:30][C:27]1[CH:28]=[CH:29][C:24]([CH2:23][C:17]2[CH:16]=[C:12]([C:13]([OH:15])=[O:14])[C:11]([CH2:9][C:8]3[CH:7]=[CH:6][C:5]([CH2:4][CH:3]([CH2:1][CH3:2])[CH2:41][CH2:42][CH2:43][CH3:44])=[CH:40][CH:39]=3)=[CH:19][C:18]=2[C:20]([OH:22])=[O:21])=[CH:25][CH:26]=1)[CH3:37]. (6) Reactant: [N:1]1([CH2:7][C:8]2[CH:13]=[CH:12][CH:11]=[CH:10][C:9]=2[N:14]2[CH2:19][CH2:18][CH:17]([CH:20]=O)[CH2:16][CH2:15]2)[CH2:6][CH2:5][O:4][CH2:3][CH2:2]1.[NH:22]1[CH2:27][CH2:26][CH2:25][CH2:24][CH2:23]1.C(O[BH-](OC(=O)C)OC(=O)C)(=O)C.[Na+].[OH-].[K+]. Product: [N:22]1([CH2:20][CH:17]2[CH2:18][CH2:19][N:14]([C:9]3[CH:10]=[CH:11][CH:12]=[CH:13][C:8]=3[CH2:7][N:1]3[CH2:6][CH2:5][O:4][CH2:3][CH2:2]3)[CH2:15][CH2:16]2)[CH2:27][CH2:26][CH2:25][CH2:24][CH2:23]1. The catalyst class is: 68. (7) Reactant: [OH:1][CH:2]1[CH:7]2[CH2:8][CH2:9][N:4]([CH2:5][CH2:6]2)[CH2:3]1.[I:10][C:11]1[CH:16]=[CH:15][C:14](I)=[CH:13][CH:12]=1.N1C2C(=CC=C3C=2N=CC=C3)C=CC=1.C([O-])([O-])=O.[Cs+].[Cs+]. Product: [I:10][C:11]1[CH:16]=[CH:15][C:14]([O:1][CH:2]2[CH:7]3[CH2:8][CH2:9][N:4]([CH2:5][CH2:6]3)[CH2:3]2)=[CH:13][CH:12]=1. The catalyst class is: 648. (8) Reactant: [CH3:1][O:2][NH:3][S:4]([C:7]1[CH:12]=[C:11]([N+:13]([O-])=O)[CH:10]=[CH:9][C:8]=1[CH3:16])(=[O:6])=[O:5].NN. Product: [NH2:13][C:11]1[CH:10]=[CH:9][C:8]([CH3:16])=[C:7]([S:4]([NH:3][O:2][CH3:1])(=[O:5])=[O:6])[CH:12]=1. The catalyst class is: 63. (9) Reactant: Br.[Br:2][CH2:3][CH2:4][CH2:5][NH2:6].Cl[C:8]([O:10][CH2:11][C:12]1[CH:17]=[CH:16][CH:15]=[CH:14][CH:13]=1)=[O:9].C(OCC)(=O)C. Product: [CH2:11]([O:10][C:8]([NH:6][CH2:5][CH2:4][CH2:3][Br:2])=[O:9])[C:12]1[CH:17]=[CH:16][CH:15]=[CH:14][CH:13]=1. The catalyst class is: 74. (10) Product: [CH:1]1([CH:7]([NH:26][C:27]2[CH:28]=[CH:29][C:30]([C:33]([N:35]([CH3:43])[CH2:36][CH2:37][C:38]([OH:40])=[O:39])=[O:34])=[CH:31][CH:32]=2)[C:8]2[O:9][C:10]3[CH:17]=[CH:16][C:15]([O:18][CH2:19][C:20]4[CH:25]=[CH:24][CH:23]=[CH:22][N:21]=4)=[CH:14][C:11]=3[C:12]=2[CH3:13])[CH2:6][CH2:5][CH2:4][CH2:3][CH2:2]1. The catalyst class is: 8. Reactant: [CH:1]1([CH:7]([NH:26][C:27]2[CH:32]=[CH:31][C:30]([C:33]([N:35]([CH3:43])[CH2:36][CH2:37][C:38]([O:40]CC)=[O:39])=[O:34])=[CH:29][CH:28]=2)[C:8]2[O:9][C:10]3[CH:17]=[CH:16][C:15]([O:18][CH2:19][C:20]4[CH:25]=[CH:24][CH:23]=[CH:22][N:21]=4)=[CH:14][C:11]=3[C:12]=2[CH3:13])[CH2:6][CH2:5][CH2:4][CH2:3][CH2:2]1.[OH-].[Na+].